From a dataset of Forward reaction prediction with 1.9M reactions from USPTO patents (1976-2016). Predict the product of the given reaction. (1) Given the reactants [CH3:1][NH:2][CH2:3][CH2:4][OH:5].Br[C:7]1[CH:8]=[N:9][C:10]([N:13]2[CH2:18][CH2:17][CH:16]([C:19]3[C:28]([CH:29]([F:40])[C:30]4[CH:35]=[CH:34][C:33]([C:36]([F:39])([F:38])[F:37])=[CH:32][CH:31]=4)=[C:27]([CH:41]4[CH2:46][CH2:45][C:44]([F:48])([F:47])[CH2:43][CH2:42]4)[C:26]4[CH:25]([O:49][CH2:50][C:51]5[CH:56]=[CH:55][C:54]([O:57][CH3:58])=[CH:53][CH:52]=5)[CH2:24][C:23]([CH3:60])([CH3:59])[CH2:22][C:21]=4[N:20]=3)[CH2:15][CH2:14]2)=[N:11][CH:12]=1, predict the reaction product. The product is: [F:48][C:44]1([F:47])[CH2:43][CH2:42][CH:41]([C:27]2[C:26]3[CH:25]([O:49][CH2:50][C:51]4[CH:52]=[CH:53][C:54]([O:57][CH3:58])=[CH:55][CH:56]=4)[CH2:24][C:23]([CH3:59])([CH3:60])[CH2:22][C:21]=3[N:20]=[C:19]([CH:16]3[CH2:17][CH2:18][N:13]([C:10]4[N:11]=[CH:12][C:7]([N:2]([CH2:3][CH2:4][OH:5])[CH3:1])=[CH:8][N:9]=4)[CH2:14][CH2:15]3)[C:28]=2[CH:29]([F:40])[C:30]2[CH:35]=[CH:34][C:33]([C:36]([F:37])([F:39])[F:38])=[CH:32][CH:31]=2)[CH2:46][CH2:45]1. (2) Given the reactants [Cl:1][C:2]1[CH:10]=[CH:9][C:5]([C:6](Cl)=[O:7])=[CH:4][N:3]=1.[N+:11]([C:14]1[C:20]([N+:21]([O-:23])=[O:22])=[C:19]([O:24][CH3:25])[CH:18]=[CH:17][C:15]=1[NH2:16])([O-:13])=[O:12], predict the reaction product. The product is: [Cl:1][C:2]1[N:3]=[CH:4][C:5]([C:6]([NH:16][C:15]2[CH:17]=[CH:18][C:19]([O:24][CH3:25])=[C:20]([N+:21]([O-:23])=[O:22])[C:14]=2[N+:11]([O-:13])=[O:12])=[O:7])=[CH:9][CH:10]=1. (3) Given the reactants C([O:4][C@@H:5]1[CH2:9][N:8]([C:10]([O:12][C:13]([CH3:16])([CH3:15])[CH3:14])=[O:11])[C@H:7]([CH3:17])[CH2:6]1)(=O)C.[OH-].[Na+].O, predict the reaction product. The product is: [OH:4][C@@H:5]1[CH2:9][N:8]([C:10]([O:12][C:13]([CH3:16])([CH3:15])[CH3:14])=[O:11])[C@H:7]([CH3:17])[CH2:6]1. (4) Given the reactants C(#N)C.[OH:4][CH:5]1[CH:9]2[O:10][C:11](=[O:21])[CH:12]3[CH:13]([C:14]([O:16][C:17]([CH3:20])([CH3:19])[CH3:18])=[O:15])[CH:6]1[CH2:7][CH:8]23.C(N(CC)CC)C.[C:29](Cl)(=[O:33])[C:30]([CH3:32])=[CH2:31], predict the reaction product. The product is: [C:29]([O:4][CH:5]1[CH:9]2[O:10][C:11](=[O:21])[CH:12]3[CH:13]([C:14]([O:16][C:17]([CH3:18])([CH3:20])[CH3:19])=[O:15])[CH:6]1[CH2:7][CH:8]23)(=[O:33])[C:30]([CH3:32])=[CH2:31]. (5) The product is: [Br:14][C:15]1[CH:16]=[C:17]([N:1]2[C:5]3=[N:6][CH:7]=[CH:8][CH:9]=[C:4]3[C:3]([C:10]([O:12][CH3:13])=[O:11])=[N:2]2)[CH:18]=[C:19]([N:21]2[CH2:26][CH2:25][O:24][CH2:23][CH2:22]2)[CH:20]=1. Given the reactants [NH:1]1[C:5]2=[N:6][CH:7]=[CH:8][CH:9]=[C:4]2[C:3]([C:10]([O:12][CH3:13])=[O:11])=[N:2]1.[Br:14][C:15]1[CH:16]=[C:17](B(O)O)[CH:18]=[C:19]([N:21]2[CH2:26][CH2:25][O:24][CH2:23][CH2:22]2)[CH:20]=1, predict the reaction product.